Predict the product of the given reaction. From a dataset of Forward reaction prediction with 1.9M reactions from USPTO patents (1976-2016). The product is: [Br:1][C:2]1[CH:7]=[CH:6][C:5]([O:8][CH2:37][CH2:36][N:33]2[CH2:34][CH2:35][N:30]([CH3:29])[CH2:31][CH2:32]2)=[CH:4][C:3]=1[F:9]. Given the reactants [Br:1][C:2]1[CH:7]=[CH:6][C:5]([OH:8])=[CH:4][C:3]=1[F:9].C1(P(C2C=CC=CC=2)C2C=CC=CC=2)C=CC=CC=1.[CH3:29][N:30]1[CH2:35][CH2:34][N:33]([CH2:36][CH2:37]O)[CH2:32][CH2:31]1.N(C(OC(C)C)=O)=NC(OC(C)C)=O, predict the reaction product.